The task is: Regression. Given a peptide amino acid sequence and an MHC pseudo amino acid sequence, predict their binding affinity value. This is MHC class I binding data.. This data is from Peptide-MHC class I binding affinity with 185,985 pairs from IEDB/IMGT. (1) The peptide sequence is SGIFSVEGK. The MHC is HLA-A03:01 with pseudo-sequence HLA-A03:01. The binding affinity (normalized) is 0.105. (2) The peptide sequence is DEYGPVFVE. The MHC is HLA-B39:01 with pseudo-sequence HLA-B39:01. The binding affinity (normalized) is 0.0847. (3) The peptide sequence is MYQYIFLSF. The MHC is HLA-A02:06 with pseudo-sequence HLA-A02:06. The binding affinity (normalized) is 0.0847. (4) The peptide sequence is QSDCQVMRQ. The MHC is HLA-B08:01 with pseudo-sequence HLA-B08:01. The binding affinity (normalized) is 0. (5) The peptide sequence is TTGRTSLYA. The MHC is Patr-A0301 with pseudo-sequence Patr-A0301. The binding affinity (normalized) is 0.0322. (6) The peptide sequence is RRAARAEYL. The MHC is HLA-A31:01 with pseudo-sequence HLA-A31:01. The binding affinity (normalized) is 0.425. (7) The peptide sequence is VQINITEGF. The MHC is HLA-A23:01 with pseudo-sequence HLA-A23:01. The binding affinity (normalized) is 0.390. (8) The MHC is HLA-A33:01 with pseudo-sequence HLA-A33:01. The peptide sequence is YFISIYSRPK. The binding affinity (normalized) is 0.568. (9) The peptide sequence is NSTTDAEACY. The MHC is HLA-A03:01 with pseudo-sequence HLA-A03:01. The binding affinity (normalized) is 0. (10) The peptide sequence is TYGPVFMCL. The MHC is Patr-A0901 with pseudo-sequence Patr-A0901. The binding affinity (normalized) is 0.0478.